From a dataset of Catalyst prediction with 721,799 reactions and 888 catalyst types from USPTO. Predict which catalyst facilitates the given reaction. (1) Reactant: [C:1]([C:4]1[C:27](=[O:28])[O:26][C:7]2=[N:8][C:9]([N:12]3[CH2:18][CH2:17][CH2:16][N:15]([C:19]([O:21][C:22]([CH3:25])([CH3:24])[CH3:23])=[O:20])[CH2:14][CH2:13]3)=[CH:10][CH:11]=[C:6]2[CH:5]=1)(=[O:3])[CH3:2].[Br:29]Br. Product: [Br:29][CH2:2][C:1]([C:4]1[C:27](=[O:28])[O:26][C:7]2=[N:8][C:9]([N:12]3[CH2:18][CH2:17][CH2:16][N:15]([C:19]([O:21][C:22]([CH3:23])([CH3:24])[CH3:25])=[O:20])[CH2:14][CH2:13]3)=[CH:10][CH:11]=[C:6]2[CH:5]=1)=[O:3]. The catalyst class is: 22. (2) Reactant: C[C:2]([CH3:5])([O-:4])C.[K+].[N+:7]([C:10]1[CH:11]=[N:12][CH:13]=[CH:14][CH:15]=1)([O-:9])=[O:8].Cl[CH2:17][C:18](OC)=[O:19].[Cl-].[NH4+]. Product: [N+:7]([C:10]1[CH:11]=[N:12][CH:13]=[CH:14][C:15]=1[CH2:17][C:18]([O:4][CH2:2][CH3:5])=[O:19])([O-:9])=[O:8]. The catalyst class is: 1. (3) Reactant: Br[C:2]1[CH:3]=[C:4]2[C:9](=[CH:10][CH:11]=1)[C:8]([NH:12][CH2:13][C:14]1[CH:15]=[N:16][C:17]([C:20]3[CH:25]=[CH:24][N:23]=[C:22]([CH3:26])[CH:21]=3)=[CH:18][CH:19]=1)=[N:7][CH:6]=[CH:5]2.[F:27][C:28]1[CH:29]=[C:30](B(O)O)[CH:31]=[CH:32][CH:33]=1.C([O-])([O-])=O.[Na+].[Na+].O1CCOCC1.O. Product: [F:27][C:28]1[CH:33]=[C:32]([C:2]2[CH:3]=[C:4]3[C:9](=[CH:10][CH:11]=2)[C:8]([NH:12][CH2:13][C:14]2[CH:15]=[N:16][C:17]([C:20]4[CH:25]=[CH:24][N:23]=[C:22]([CH3:26])[CH:21]=4)=[CH:18][CH:19]=2)=[N:7][CH:6]=[CH:5]3)[CH:31]=[CH:30][CH:29]=1. The catalyst class is: 103. (4) Reactant: [C:1]([O:5][C:6]([NH:8][C@@H:9]([C:17]([OH:19])=O)[CH2:10][C:11]1[CH:16]=[CH:15][N:14]=[CH:13][CH:12]=1)=[O:7])([CH3:4])([CH3:3])[CH3:2].CCOC(C(C#N)=NOC(N1CCOCC1)=[N+](C)C)=O.F[P-](F)(F)(F)(F)F.Cl.[CH3:48][O:49][C:50]1[CH:51]=[C:52]([C:58]2[C@@H:67]3[C@@H:62]([CH2:63][CH2:64][CH2:65][CH2:66]3)[C:61](=[O:68])[N:60]([CH:69]3[CH2:74][CH2:73][NH:72][CH2:71][CH2:70]3)[N:59]=2)[CH:53]=[CH:54][C:55]=1[O:56][CH3:57].CCN(C(C)C)C(C)C. Product: [CH3:48][O:49][C:50]1[CH:51]=[C:52]([C:58]2[C@@H:67]3[C@@H:62]([CH2:63][CH2:64][CH2:65][CH2:66]3)[C:61](=[O:68])[N:60]([CH:69]3[CH2:70][CH2:71][N:72]([C:17](=[O:19])[C@H:9]([NH:8][C:6](=[O:7])[O:5][C:1]([CH3:2])([CH3:3])[CH3:4])[CH2:10][C:11]4[CH:12]=[CH:13][N:14]=[CH:15][CH:16]=4)[CH2:73][CH2:74]3)[N:59]=2)[CH:53]=[CH:54][C:55]=1[O:56][CH3:57]. The catalyst class is: 2. (5) The catalyst class is: 101. Reactant: [N:1]1[CH:6]=[CH:5][CH:4]=[CH:3][C:2]=1[NH2:7].Cl[C:9]1[C:18]2[C:13](=[CH:14][CH:15]=[C:16](CC([O-])=O)[CH:17]=2)[N:12]=[CH:11][N:10]=1.C(=O)([O-])[O-:24].[Cs+].[Cs+]. Product: [N:1]1[CH:6]=[CH:5][CH:4]=[CH:3][C:2]=1[NH:7][C:9]1[C:18]2[C:13](=[CH:14][CH:15]=[C:16]([OH:24])[CH:17]=2)[N:12]=[CH:11][N:10]=1. (6) Reactant: [Si:1]([O:8][C@@H:9]1[C@@:29]2([CH3:30])[C:13](=[CH:14][CH:15]=[C:16]3[C@@H:28]2[CH2:27][CH2:26][C@@:25]2([CH3:31])[C@H:17]3[CH2:18][CH:19]=[C:20]2[C:21]([OH:24])([CH3:23])[CH3:22])[CH2:12][C@@H:11]([O:32][Si:33]([C:36]([CH3:39])([CH3:38])[CH3:37])([CH3:35])[CH3:34])[CH2:10]1)([C:4]([CH3:7])([CH3:6])[CH3:5])([CH3:3])[CH3:2].[H-].[K+].C1OCCOC2C(=CC=CC=2)OCCOCCOC2C(=CC=CC=2)OC1.[O:68]1[C:70]([CH2:73][CH3:74])([CH2:71][CH3:72])[CH2:69]1. Product: [Si:1]([O:8][C@@H:9]1[C@@:29]2([CH3:30])[C:13](=[CH:14][CH:15]=[C:16]3[C@@H:28]2[CH2:27][CH2:26][C@@:25]2([CH3:31])[C@H:17]3[CH2:18][CH:19]=[C:20]2[C:21]([O:24][CH2:69][C:70]([CH2:73][CH3:74])([OH:68])[CH2:71][CH3:72])([CH3:23])[CH3:22])[CH2:12][C@@H:11]([O:32][Si:33]([C:36]([CH3:39])([CH3:38])[CH3:37])([CH3:34])[CH3:35])[CH2:10]1)([C:4]([CH3:7])([CH3:6])[CH3:5])([CH3:3])[CH3:2].[Si:1]([O:8][C@@H:9]1[C@@:29]2([CH3:30])[C:13](=[CH:14][CH:15]=[C:16]3[C@@H:28]2[CH2:27][CH2:26][C@@:25]2([CH3:31])[C@H:17]3[CH2:18][CH:19]=[C:20]2[C:21]([OH:24])([CH3:23])[CH3:22])[CH2:12][C@@H:11]([O:32][Si:33]([C:36]([CH3:39])([CH3:38])[CH3:37])([CH3:34])[CH3:35])[CH2:10]1)([C:4]([CH3:7])([CH3:6])[CH3:5])([CH3:3])[CH3:2]. The catalyst class is: 11. (7) The catalyst class is: 104. Reactant: I[C:2]1[C:10]2[C:5](=[N:6][CH:7]=[N:8][C:9]=2[NH2:11])[N:4]([CH:12]([C:14]2[CH:15]=[C:16]3[N:21]([C:22]=2[C:23]2[CH:28]=[CH:27][CH:26]=[CH:25][N:24]=2)[CH:20]=[CH:19][CH:18]=[CH:17]3)[CH3:13])[N:3]=1.[OH:29][C:30]1[CH:31]=[C:32](B(O)O)[CH:33]=[CH:34][CH:35]=1.CCO.C([O-])([O-])=O.[Na+].[Na+]. Product: [NH2:11][C:9]1[N:8]=[CH:7][N:6]=[C:5]2[N:4]([CH:12]([C:14]3[CH:15]=[C:16]4[N:21]([C:22]=3[C:23]3[CH:28]=[CH:27][CH:26]=[CH:25][N:24]=3)[CH:20]=[CH:19][CH:18]=[CH:17]4)[CH3:13])[N:3]=[C:2]([C:34]3[CH:35]=[C:30]([OH:29])[CH:31]=[CH:32][CH:33]=3)[C:10]=12. (8) Reactant: [C:1]1([C:7]2[CH:8]=[C:9]3[C:13](=[C:14]([C:16]([NH2:18])=[O:17])[CH:15]=2)[NH:12][CH:11]=[C:10]3[CH:19]2[CH2:24][CH2:23][NH:22][CH2:21][CH2:20]2)[CH:6]=[CH:5][CH:4]=[CH:3][CH:2]=1.[Cl:25][C:26]1[CH:31]=[CH:30][C:29]([S:32](Cl)(=[O:34])=[O:33])=[CH:28][CH:27]=1. Product: [Cl:25][C:26]1[CH:31]=[CH:30][C:29]([S:32]([N:22]2[CH2:23][CH2:24][CH:19]([C:10]3[C:9]4[C:13](=[C:14]([C:16]([NH2:18])=[O:17])[CH:15]=[C:7]([C:1]5[CH:2]=[CH:3][CH:4]=[CH:5][CH:6]=5)[CH:8]=4)[NH:12][CH:11]=3)[CH2:20][CH2:21]2)(=[O:34])=[O:33])=[CH:28][CH:27]=1. The catalyst class is: 17.